This data is from Catalyst prediction with 721,799 reactions and 888 catalyst types from USPTO. The task is: Predict which catalyst facilitates the given reaction. (1) Reactant: [F:1][C:2]1[CH:19]=[CH:18][CH:17]=[CH:16][C:3]=1[NH:4][CH2:5][C:6]1[CH:7]=[C:8]([CH:13]=[CH:14][CH:15]=1)[C:9]([O:11][CH3:12])=[O:10].Cl.[C:21](Cl)(=[O:31])[O:22][C@@H:23]1[CH:28]2[CH2:29][CH2:30][N:25]([CH2:26][CH2:27]2)[CH2:24]1.C(Cl)(=O)O[C@@H]1C2CCN(CC2)C1. Product: [NH3:4].[F:1][C:2]1[CH:19]=[CH:18][CH:17]=[CH:16][C:3]=1[N:4]([CH2:5][C:6]1[CH:7]=[C:8]([CH:13]=[CH:14][CH:15]=1)[C:9]([O:11][CH3:12])=[O:10])[C:21]([O:22][C@@H:23]1[CH:28]2[CH2:29][CH2:30][N:25]([CH2:26][CH2:27]2)[CH2:24]1)=[O:31]. The catalyst class is: 537. (2) Reactant: [NH2:1][C:2]1[O:3][C:4]([CH3:11])=[CH:5][C:6](=[O:10])[C:7]=1[C:8]#[N:9]. Product: [OH:3][C:2]1[CH:1]=[C:4]([CH3:11])[NH:5][C:6](=[O:10])[C:7]=1[C:8]#[N:9]. The catalyst class is: 33. (3) Reactant: [Br:1][C:2]1[C:10]2[N:9]=[N:8][N:7]([CH2:11][C:12]([CH3:15])([CH3:14])[CH3:13])[C:6]=2[CH:5]=[CH:4][C:3]=1[O:16][C:17]1[C:22]([C:23](=[O:25])[CH3:24])=[CH:21][CH:20]=[CH:19][N:18]=1.[BH4-].[Na+]. Product: [Br:1][C:2]1[C:10]2[N:9]=[N:8][N:7]([CH2:11][C:12]([CH3:15])([CH3:14])[CH3:13])[C:6]=2[CH:5]=[CH:4][C:3]=1[O:16][C:17]1[C:22]([CH:23]([OH:25])[CH3:24])=[CH:21][CH:20]=[CH:19][N:18]=1. The catalyst class is: 5. (4) Reactant: C([O:3][C:4]([C:6]1[C:7]([CH2:24][C:25]2[CH:30]=[CH:29][CH:28]=[CH:27][CH:26]=2)([OH:23])[C:8]2[C:13]([C:14]=1[C:15]1[CH:20]=[CH:19][CH:18]=[CH:17][CH:16]=1)=[CH:12][CH:11]=[C:10]([O:21][CH3:22])[CH:9]=2)=[O:5])C.[OH-].[Na+]. Product: [CH2:24]([C:7]1([OH:23])[C:8]2[C:13](=[CH:12][CH:11]=[C:10]([O:21][CH3:22])[CH:9]=2)[C:14]([C:15]2[CH:16]=[CH:17][CH:18]=[CH:19][CH:20]=2)=[C:6]1[C:4]([OH:5])=[O:3])[C:25]1[CH:30]=[CH:29][CH:28]=[CH:27][CH:26]=1. The catalyst class is: 219. (5) Reactant: [OH:1][C:2]1[CH:6]=[C:5]([C:7]([O:9][CH3:10])=[O:8])[NH:4][N:3]=1.C(=O)([O-])[O-].[K+].[K+].Cl.Cl[CH2:19][C:20]1[CH:29]=[CH:28][C:27]2[C:22](=[CH:23][CH:24]=[CH:25][CH:26]=2)[N:21]=1.CN(C)C=O. Product: [N:21]1[C:22]2[C:27](=[CH:26][CH:25]=[CH:24][CH:23]=2)[CH:28]=[CH:29][C:20]=1[CH2:19][O:1][C:2]1[CH:6]=[C:5]([C:7]([O:9][CH3:10])=[O:8])[NH:4][N:3]=1. The catalyst class is: 6.